Dataset: Full USPTO retrosynthesis dataset with 1.9M reactions from patents (1976-2016). Task: Predict the reactants needed to synthesize the given product. (1) Given the product [I:3][C:4]1[N:5]([CH2:12][CH2:13][NH:14][C:15](=[O:21])[O:16][C:17]([CH3:20])([CH3:19])[CH3:18])[C:6]([I:10])=[C:7]([I:9])[N:8]=1, predict the reactants needed to synthesize it. The reactants are: [H-].[Na+].[I:3][C:4]1[NH:5][C:6]([I:10])=[C:7]([I:9])[N:8]=1.Br[CH2:12][CH2:13][NH:14][C:15](=[O:21])[O:16][C:17]([CH3:20])([CH3:19])[CH3:18]. (2) Given the product [CH2:10]([C@@H:9]1[CH2:8][C:7](=[O:13])[CH:6]=[CH:5]1)[CH2:11][CH3:12], predict the reactants needed to synthesize it. The reactants are: C(O[C@H:5]1[C@H:9]([CH2:10][CH2:11][CH3:12])[CH2:8][C:7](=[O:13])[CH2:6]1)(=O)C.C1CCN2C(=NCCC2)CC1. (3) Given the product [CH3:10][O:9][C:7]([C:4]1[S:3][C:2]([N:21]2[CH2:22][CH2:23][N:18]([CH2:11][C:12]3[CH:13]=[CH:14][CH:15]=[CH:16][CH:17]=3)[CH2:19][CH2:20]2)=[N:6][CH:5]=1)=[O:8], predict the reactants needed to synthesize it. The reactants are: Br[C:2]1[S:3][C:4]([C:7]([O:9][CH3:10])=[O:8])=[CH:5][N:6]=1.[CH2:11]([N:18]1[CH2:23][CH2:22][NH:21][CH2:20][CH2:19]1)[C:12]1[CH:17]=[CH:16][CH:15]=[CH:14][CH:13]=1.C(=O)([O-])[O-].[K+].[K+].